Dataset: Full USPTO retrosynthesis dataset with 1.9M reactions from patents (1976-2016). Task: Predict the reactants needed to synthesize the given product. (1) Given the product [NH2:10][C:8]1[CH:9]=[C:4]([CH:5]=[C:6]([N:13]2[CH2:14][CH2:15][O:16][CH2:17][CH2:18]2)[CH:7]=1)[C:3]([N:2]([CH3:20])[CH3:1])=[O:19], predict the reactants needed to synthesize it. The reactants are: [CH3:1][N:2]([CH3:20])[C:3](=[O:19])[C:4]1[CH:9]=[C:8]([N+:10]([O-])=O)[CH:7]=[C:6]([N:13]2[CH2:18][CH2:17][O:16][CH2:15][CH2:14]2)[CH:5]=1.C(O)C.[H][H]. (2) Given the product [CH2:8]([O:11][C:12]([NH:14][C:15]1[CH:20]=[CH:19][N:18]([C@H:21]2[C:25]([F:26])([F:27])[C@H:24]([O:28][C:2]([O:4][CH2:5][CH:6]=[CH2:7])=[O:3])[C@@H:23]([CH2:29][OH:30])[O:22]2)[C:17](=[O:31])[N:16]=1)=[O:13])[CH:9]=[CH2:10], predict the reactants needed to synthesize it. The reactants are: Cl[C:2]([O:4][CH2:5][CH:6]=[CH2:7])=[O:3].[CH2:8]([O:11][C:12]([NH:14][C:15]1[CH:20]=[CH:19][N:18]([C@H:21]2[C:25]([F:27])([F:26])[C@H:24]([OH:28])[C@@H:23]([CH2:29][OH:30])[O:22]2)[C:17](=[O:31])[N:16]=1)=[O:13])[CH:9]=[CH2:10].C(N(CC)C(C)C)(C)C. (3) Given the product [Cl:1][C:2]1[CH:10]=[C:6]([C:7]([NH:22][C@H:23]([C:25]2[CH:34]=[CH:33][C:28]([C:29]([O:31][CH3:32])=[O:30])=[CH:27][CH:26]=2)[CH3:24])=[O:9])[C:5]([O:11][CH2:12][CH2:13][C:14]2[CH:19]=[CH:18][C:17]([Cl:20])=[CH:16][CH:15]=2)=[N:4][CH:3]=1, predict the reactants needed to synthesize it. The reactants are: [Cl:1][C:2]1[CH:3]=[N:4][C:5]([O:11][CH2:12][CH2:13][C:14]2[CH:19]=[CH:18][C:17]([Cl:20])=[CH:16][CH:15]=2)=[C:6]([CH:10]=1)[C:7]([OH:9])=O.Cl.[NH2:22][C@H:23]([C:25]1[CH:34]=[CH:33][C:28]([C:29]([O:31][CH3:32])=[O:30])=[CH:27][CH:26]=1)[CH3:24].